This data is from Catalyst prediction with 721,799 reactions and 888 catalyst types from USPTO. The task is: Predict which catalyst facilitates the given reaction. (1) Reactant: [Cl:1][C:2]1[CH:3]=[C:4]([CH:8]=[C:9]([Cl:12])[C:10]=1[OH:11])[C:5](O)=[O:6].S(Cl)([Cl:15])=O. Product: [Cl:1][C:2]1[CH:3]=[C:4]([CH:8]=[C:9]([Cl:12])[C:10]=1[OH:11])[C:5]([Cl:15])=[O:6]. The catalyst class is: 57. (2) Reactant: C[O:2][C:3](=O)[C:4]([C:8]1[CH:13]=[CH:12][C:11]([CH2:14][N:15]([C:27]([O:29][C:30]([CH3:33])([CH3:32])[CH3:31])=[O:28])[CH2:16][CH2:17][CH2:18][NH:19][C:20]([O:22][C:23]([CH3:26])([CH3:25])[CH3:24])=[O:21])=[CH:10][CH:9]=1)=[CH:5]OC.[Br:35][C:36]1[CH:41]=[CH:40][C:39]([C:42]2[NH:46][C:45]([NH2:47])=[N:44][CH:43]=2)=[CH:38][CH:37]=1.C[O-].[Na+]. Product: [C:30]([O:29][C:27](=[O:28])[N:15]([CH2:14][C:11]1[CH:12]=[CH:13][C:8]([C:4]2[C:3](=[O:2])[N:47]=[C:45]3[NH:46][C:42]([C:39]4[CH:38]=[CH:37][C:36]([Br:35])=[CH:41][CH:40]=4)=[CH:43][N:44]3[CH:5]=2)=[CH:9][CH:10]=1)[CH2:16][CH2:17][CH2:18][NH:19][C:20]([O:22][C:23]([CH3:25])([CH3:26])[CH3:24])=[O:21])([CH3:32])([CH3:31])[CH3:33]. The catalyst class is: 8. (3) Reactant: [O:1]1[C:5]2[CH:6]=[CH:7][C:8]([C:10](=[O:36])[CH2:11][S:12][C@H:13]3[C:16](=[O:17])[N:15]([C:18]4[CH:23]=[CH:22][C:21]([CH3:24])=[CH:20][CH:19]=4)[C@@H:14]3[C:25]3[CH:35]=[CH:34][C:28]([O:29][CH2:30][C:31](O)=[O:32])=[CH:27][CH:26]=3)=[CH:9][C:4]=2[O:3][CH2:2]1.CN1CCOCC1.CN(C(ON1N=NC2C=CC=CC1=2)=[N+](C)C)C.[B-](F)(F)(F)F.[NH2:66][CH2:67][C:68]([NH:70][C@@H:71]([C:76]([OH:78])=[O:77])[C:72]([CH3:75])([CH3:74])[CH3:73])=[O:69].[BH4-].[Na+]. Product: [O:1]1[C:5]2[CH:6]=[CH:7][C:8]([CH:10]([OH:36])[CH2:11][S:12][C@H:13]3[C:16](=[O:17])[N:15]([C:18]4[CH:19]=[CH:20][C:21]([CH3:24])=[CH:22][CH:23]=4)[C@@H:14]3[C:25]3[CH:26]=[CH:27][C:28]([O:29][CH2:30][C:31]([NH:66][CH2:67][C:68]([NH:70][C@@H:71]([C:76]([OH:78])=[O:77])[C:72]([CH3:73])([CH3:74])[CH3:75])=[O:69])=[O:32])=[CH:34][CH:35]=3)=[CH:9][C:4]=2[O:3][CH2:2]1. The catalyst class is: 3. (4) Reactant: C(OC([NH:8][CH2:9][C:10]1[CH:11]=[C:12]([NH:16]/[C:17](=[C:24]2\[C:25](=[O:33])[NH:26][C:27]3[C:32]\2=[CH:31][CH:30]=[CH:29][CH:28]=3)/[C:18]2[CH:23]=[CH:22][CH:21]=[CH:20][CH:19]=2)[CH:13]=[CH:14][CH:15]=1)=O)(C)(C)C.FC(F)(F)C(O)=O. Product: [NH2:8][CH2:9][C:10]1[CH:11]=[C:12]([NH:16]/[C:17](=[C:24]2\[C:25](=[O:33])[NH:26][C:27]3[C:32]\2=[CH:31][CH:30]=[CH:29][CH:28]=3)/[C:18]2[CH:23]=[CH:22][CH:21]=[CH:20][CH:19]=2)[CH:13]=[CH:14][CH:15]=1. The catalyst class is: 4. (5) Reactant: [CH3:1][Li].[OH:3][C:4]1[C:5]([CH3:23])=[C:6]2[C:11](=[C:12]([CH3:15])[C:13]=1[CH3:14])[O:10][C:9]([CH3:20])([C:16](NC)=[O:17])[CH:8](OC)[CH2:7]2.[NH4+].[Cl-]. Product: [OH:3][C:4]1[C:5]([CH3:23])=[C:6]2[C:11](=[C:12]([CH3:15])[C:13]=1[CH3:14])[O:10][C:9]([C:16](=[O:17])[CH3:1])([CH3:20])[CH2:8][CH2:7]2. The catalyst class is: 1.